From a dataset of Reaction yield outcomes from USPTO patents with 853,638 reactions. Predict the reaction yield, written as a fraction of the theoretical maximum amount of product (1.0 means a 100% yield; for example, 0.34 means a 34% yield). (1) The reactants are [C:1]([NH2:5])([CH3:4])([CH3:3])[CH3:2].[C:6]([N:10]1[C:14](=[O:15])[C:13](Cl)=[C:12]([C:17]2[CH:22]=[CH:21][CH:20]=[CH:19][CH:18]=2)[S:11]1(=[O:24])=[O:23])([CH3:9])([CH3:8])[CH3:7]. No catalyst specified. The product is [C:6]([N:10]1[C:14](=[O:15])[C:13]([NH:5][C:1]([CH3:4])([CH3:3])[CH3:2])=[C:12]([C:17]2[CH:22]=[CH:21][CH:20]=[CH:19][CH:18]=2)[S:11]1(=[O:24])=[O:23])([CH3:9])([CH3:8])[CH3:7]. The yield is 0.170. (2) The reactants are [Cl-].[Cl-].[Cl-].[Al+3].[Cl:5][C:6]1[CH:15]=[N:14][C:13]2[C:8](=[CH:9][CH:10]=[C:11]([O:16]C)[CH:12]=2)[N:7]=1.C1(C)C=CC=CC=1.CCCCCC.C(OCC)(=O)C. The catalyst is O. The product is [Cl:5][C:6]1[CH:15]=[N:14][C:13]2[C:8](=[CH:9][CH:10]=[C:11]([OH:16])[CH:12]=2)[N:7]=1. The yield is 0.790.